Dataset: Reaction yield outcomes from USPTO patents with 853,638 reactions. Task: Predict the reaction yield, written as a fraction of the theoretical maximum amount of product (1.0 means a 100% yield; for example, 0.34 means a 34% yield). The product is [CH2:1]([O:3][C:4]([C:6]12[CH2:8][CH:7]1[CH:9]=[CH:10][CH2:46][CH2:45][CH2:44][CH2:43][N:41]([CH3:42])[C:40](=[O:49])[CH:15]1[CH:14]([CH2:18][CH:17]([O:19][C:20]3[C:29]4[C:24](=[C:25]([CH3:32])[C:26]([O:30][CH3:31])=[CH:27][CH:28]=4)[N:23]=[C:22]([C:33]4[CH:38]=[CH:37][CH:36]=[C:35]([CH3:39])[N:34]=4)[CH:21]=3)[CH2:16]1)[C:12](=[O:13])[NH:11]2)=[O:5])[CH3:2]. The reactants are [CH2:1]([O:3][C:4]([C:6]1([NH:11][C:12]([CH:14]2[CH2:18][CH:17]([O:19][C:20]3[C:29]4[C:24](=[C:25]([CH3:32])[C:26]([O:30][CH3:31])=[CH:27][CH:28]=4)[N:23]=[C:22]([C:33]4[CH:38]=[CH:37][CH:36]=[C:35]([CH3:39])[N:34]=4)[CH:21]=3)[CH2:16][CH:15]2[C:40](=[O:49])[N:41]([CH2:43][CH2:44][CH2:45][CH2:46]C=C)[CH3:42])=[O:13])[CH2:8][CH:7]1[CH:9]=[CH2:10])=[O:5])[CH3:2]. The yield is 0.580. The catalyst is ClCCCl.